This data is from Catalyst prediction with 721,799 reactions and 888 catalyst types from USPTO. The task is: Predict which catalyst facilitates the given reaction. (1) Reactant: [CH:1]1([C:4]2[O:8][N:7]=[C:6]([C:9]3[CH:14]=[CH:13][CH:12]=[CH:11][C:10]=3[O:15][C:16]([F:19])([F:18])[F:17])[C:5]=2[CH2:20][O:21][CH:22]2[CH2:28][CH:27]3[N:29]([C:30]4[S:31][C:32]5[CH:38]=[C:37](C(OCC)=O)[CH:36]=[CH:35][C:33]=5[N:34]=4)[CH:24]([CH2:25][CH2:26]3)[CH2:23]2)[CH2:3][CH2:2]1.C[Mg]Cl.[CH3:47]O.[CH2:49]1[CH2:53][O:52]CC1. Product: [CH:1]1([C:4]2[O:8][N:7]=[C:6]([C:9]3[CH:14]=[CH:13][CH:12]=[CH:11][C:10]=3[O:15][C:16]([F:19])([F:17])[F:18])[C:5]=2[CH2:20][O:21][CH:22]2[CH2:28][CH:27]3[N:29]([C:30]4[S:31][C:32]5[CH:38]=[C:37]([C:53]([OH:52])([CH3:49])[CH3:47])[CH:36]=[CH:35][C:33]=5[N:34]=4)[CH:24]([CH2:25][CH2:26]3)[CH2:23]2)[CH2:3][CH2:2]1. The catalyst class is: 13. (2) Reactant: [Br:1][C:2]1[S:3][C:4]([CH2:8][O:9][C:10]2[CH:19]=[CH:18][C:13]([C:14]([NH:16][OH:17])=[NH:15])=[C:12]([Cl:20])[CH:11]=2)=[C:5]([CH3:7])[N:6]=1.N1C=CC=CC=1.[C:27]1([O:33]C(Cl)=O)C=CC=CC=1.N12CCCN=C1CCCCC2. Product: [Br:1][C:2]1[S:3][C:4]([CH2:8][O:9][C:10]2[CH:19]=[CH:18][C:13]([C:14]3[NH:16][O:17][C:27](=[O:33])[N:15]=3)=[C:12]([Cl:20])[CH:11]=2)=[C:5]([CH3:7])[N:6]=1. The catalyst class is: 545.